From a dataset of Reaction yield outcomes from USPTO patents with 853,638 reactions. Predict the reaction yield, written as a fraction of the theoretical maximum amount of product (1.0 means a 100% yield; for example, 0.34 means a 34% yield). (1) The reactants are Br[CH2:2][CH3:3].Cl.[CH3:5][O:6][C:7]([CH:9]1[CH2:13][CH2:12][CH2:11][NH:10]1)=[O:8].C(=O)([O-])[O-].[Cs+].[Cs+].C(#N)C. The catalyst is C(OCC)(=O)C. The product is [CH3:5][O:6][C:7]([CH:9]1[CH2:13][CH2:12][CH2:11][N:10]1[CH2:2][CH3:3])=[O:8]. The yield is 0.570. (2) The reactants are [Cl:1][C:2]([Cl:11])([Cl:10])[C:3]([C:5]1[NH:6][CH:7]=[CH:8][CH:9]=1)=[O:4].[Al+3].[Cl-].[Cl-].[Cl-].C[N+]([O-])=O.Cl[CH:21](Cl)[O:22]C. The catalyst is C(Cl)CCl. The product is [Cl:11][C:2]([Cl:1])([Cl:10])[C:3]([C:5]1[NH:6][CH:7]=[C:8]([CH:21]=[O:22])[CH:9]=1)=[O:4]. The yield is 0.640. (3) The reactants are [Li+].CC([N-]C(C)C)C.CCCCCCC.C1COCC1.C(C1C=CC=CC=1)C.[C:29]([O:33][C:34](=[O:36])[CH3:35])([CH3:32])([CH3:31])[CH3:30].C[O:38][C:39](=O)[CH2:40][CH:41]([OH:50])[CH2:42][CH2:43][C:44]1[CH:49]=[CH:48][CH:47]=[CH:46][CH:45]=1. The catalyst is C1COCC1. The product is [C:29]([O:33][C:34](=[O:36])[CH2:35][C:39](=[O:38])[CH2:40][CH:41]([OH:50])[CH2:42][CH2:43][C:44]1[CH:45]=[CH:46][CH:47]=[CH:48][CH:49]=1)([CH3:32])([CH3:31])[CH3:30]. The yield is 0.950. (4) The reactants are [Br:1][C:2]1[C:6]2[CH:7]=[C:8]([O:11][CH3:12])[CH:9]=[CH:10][C:5]=2[O:4][C:3]=1[CH:13]([NH:20][C:21]1[CH:29]=[CH:28][C:24]([C:25](O)=[O:26])=[CH:23][CH:22]=1)[CH:14]1[CH2:19][CH2:18][CH2:17][CH2:16][CH2:15]1.Cl.[CH2:31]([O:33][C:34](=[O:38])[CH2:35][CH2:36][NH2:37])[CH3:32].O.ON1C2C=CC=CC=2N=N1.Cl.C(N=C=NCCCN(C)C)C.Cl. The catalyst is CN(C)C=O.C(N(CC)CC)C. The product is [Br:1][C:2]1[C:6]2[CH:7]=[C:8]([O:11][CH3:12])[CH:9]=[CH:10][C:5]=2[O:4][C:3]=1[CH:13]([NH:20][C:21]1[CH:22]=[CH:23][C:24]([C:25]([NH:37][CH2:36][CH2:35][C:34]([O:33][CH2:31][CH3:32])=[O:38])=[O:26])=[CH:28][CH:29]=1)[CH:14]1[CH2:15][CH2:16][CH2:17][CH2:18][CH2:19]1. The yield is 0.880. (5) The reactants are CN(C(ON1N=NC2C=CC=CC1=2)=[N+](C)C)C.[B-](F)(F)(F)F.CCN(C(C)C)C(C)C.[Cl:32][C:33]1[CH:55]=[CH:54][C:36]2[NH:37][C:38]([S:40][C:41]3[C:46]4[NH:47][C:48](=[O:50])[NH:49][C:45]=4[CH:44]=[C:43]([C:51]([OH:53])=O)[CH:42]=3)=[N:39][C:35]=2[CH:34]=1.[NH2:56][CH2:57][CH2:58][CH2:59][NH:60]C(=O)OC(C)(C)C. The catalyst is CN(C=O)C. The product is [ClH:32].[ClH:32].[NH2:56][CH2:57][CH2:58][CH2:59][NH:60][C:51]([C:43]1[CH:42]=[C:41]([S:40][C:38]2[NH:37][C:36]3[CH:54]=[CH:55][C:33]([Cl:32])=[CH:34][C:35]=3[N:39]=2)[C:46]2[NH:47][C:48](=[O:50])[NH:49][C:45]=2[CH:44]=1)=[O:53]. The yield is 0.460. (6) The reactants are [Br:1][C:2]1[CH:7]=[C:6]([NH:8][CH3:9])[C:5]([NH2:10])=[C:4]([O:11][CH3:12])[CH:3]=1.Cl.[N:14]([O-])=O.[Na+]. The catalyst is O.[Cl-].[Na+].O. The product is [Br:1][C:2]1[CH:3]=[C:4]([O:11][CH3:12])[C:5]2[N:10]=[N:14][N:8]([CH3:9])[C:6]=2[CH:7]=1. The yield is 0.490. (7) The reactants are C1(P(N=[N+]=[N-])(C2C=CC=CC=2)=[O:8])C=CC=CC=1.[OH:18][C:19]1[C:24](C(O)=O)=[CH:23][CH:22]=[C:21]([CH3:28])[N:20]=1.C([N:31]([CH2:34]C)CC)C.[CH2:36]([OH:43])[C:37]1[CH:42]=[CH:41][CH:40]=[CH:39][CH:38]=1. The catalyst is O1CCOCC1. The product is [CH2:36]([O:43][C:34]([NH:31][C:24]1[C:19](=[O:18])[NH:20][C:21]([CH3:28])=[CH:22][CH:23]=1)=[O:8])[C:37]1[CH:42]=[CH:41][CH:40]=[CH:39][CH:38]=1. The yield is 0.560. (8) The reactants are [NH2:1][C:2]1[CH:7]=[CH:6][C:5]([OH:8])=[CH:4][CH:3]=1.C(=O)(O)[O-].[Na+].[CH2:14]([O:21][CH2:22][C:23](Cl)=[O:24])[C:15]1[CH:20]=[CH:19][CH:18]=[CH:17][CH:16]=1. The catalyst is CC(C)=O. The product is [CH2:14]([O:21][CH2:22][C:23]([NH:1][C:2]1[CH:7]=[CH:6][C:5]([OH:8])=[CH:4][CH:3]=1)=[O:24])[C:15]1[CH:20]=[CH:19][CH:18]=[CH:17][CH:16]=1. The yield is 0.489.